Task: Predict the reactants needed to synthesize the given product.. Dataset: Full USPTO retrosynthesis dataset with 1.9M reactions from patents (1976-2016) (1) Given the product [CH2:2]([O:4][C:5]([CH:7]1[C:12](=[O:13])[CH2:11][CH2:10][N:9]([CH2:14][C:15]2[CH:16]=[CH:17][CH:18]=[CH:19][CH:20]=2)[CH2:8]1)=[O:6])[CH3:3], predict the reactants needed to synthesize it. The reactants are: Cl.[CH2:2]([O:4][C:5]([CH:7]1[C:12](=[O:13])[CH2:11][CH2:10][N:9]([CH2:14][C:15]2[CH:20]=[CH:19][CH:18]=[CH:17][CH:16]=2)[CH2:8]1)=[O:6])[CH3:3].C(=O)(O)[O-].[Na+]. (2) Given the product [Cl:16][C:6]1[N:1]=[C:2]([C:7]2[CH:12]=[CH:11][CH:10]=[CH:9][N:8]=2)[CH:3]=[CH:4][CH:5]=1, predict the reactants needed to synthesize it. The reactants are: [N+:1]1([O-])[C:2]([C:7]2[CH:12]=[CH:11][CH:10]=[CH:9][N:8]=2)=[CH:3][CH:4]=[CH:5][CH:6]=1.P(Cl)(Cl)([Cl:16])=O.